Task: Predict the product of the given reaction.. Dataset: Forward reaction prediction with 1.9M reactions from USPTO patents (1976-2016) Given the reactants N([O-])=O.[Na+].N[C:6]1[CH:7]=[C:8]2[C:21](=[CH:22][CH:23]=1)[CH2:20][C@:10]1([C:18]3[C:13](=[N:14][CH:15]=[CH:16][CH:17]=3)[NH:12][C:11]1=[O:19])[CH2:9]2.[NH4+].[OH-:25], predict the reaction product. The product is: [OH:25][C:6]1[CH:7]=[C:8]2[C:21](=[CH:22][CH:23]=1)[CH2:20][C@:10]1([C:18]3[C:13](=[N:14][CH:15]=[CH:16][CH:17]=3)[NH:12][C:11]1=[O:19])[CH2:9]2.